From a dataset of Retrosynthesis with 50K atom-mapped reactions and 10 reaction types from USPTO. Predict the reactants needed to synthesize the given product. (1) Given the product O=C(OCCS(=O)(=O)CCCOCCc1ccccc1)c1ccc([N+](=O)[O-])cc1, predict the reactants needed to synthesize it. The reactants are: O=C(Cl)c1ccc([N+](=O)[O-])cc1.O=S(=O)(CCO)CCCOCCc1ccccc1. (2) Given the product CC1CN(S(=O)(=O)c2cc3cc(Cl)ccc3n2S(=O)(=O)c2ccccc2)CC(C)N1C(=O)c1ccc(Br)cc1, predict the reactants needed to synthesize it. The reactants are: C[C@H]1CN(S(=O)(=O)c2cc3cc(Cl)ccc3n2S(=O)(=O)c2ccccc2)C[C@@H](C)N1.O=C(Cl)c1ccc(Br)cc1. (3) Given the product CC(=O)N1CCC(C(=O)Nc2nc3cccc(-c4ccoc4)n3n2)CC1, predict the reactants needed to synthesize it. The reactants are: CC(=O)N1CCC(C(=O)Cl)CC1.Nc1nc2cccc(-c3ccoc3)n2n1. (4) Given the product c1nnnn1C1C2CCC1CNC2, predict the reactants needed to synthesize it. The reactants are: c1ccc(CN2CC3CCC(C2)C3n2cnnn2)cc1. (5) The reactants are: CC(C)(C)OC(=O)N1CC[C@H](C=O)C1.[Mg+]C1CC1. Given the product CC(C)(C)OC(=O)N1CC[C@H]([C@@H](O)C2CC2)C1, predict the reactants needed to synthesize it. (6) Given the product Clc1nc(Cl)c2ncn(Cc3ccccc3)c2n1, predict the reactants needed to synthesize it. The reactants are: BrCc1ccccc1.Clc1nc(Cl)c2nc[nH]c2n1. (7) The reactants are: CC(C)=CCCC(C)=CCCC(C)=CC=O.SCCCS. Given the product CC(C)=CCCC(C)=CCCC(C)=CC1SCCCS1, predict the reactants needed to synthesize it. (8) Given the product CCCOc1c(CN(C)C(=O)C=Cc2cnc3[nH]c(=O)cc(O)c3c2)cccc1OC, predict the reactants needed to synthesize it. The reactants are: CCCOc1c(CNC)cccc1OC.O=C(O)C=Cc1cnc2[nH]c(=O)cc(O)c2c1. (9) Given the product CC(C)(C)OC(=O)Cn1ccc2cc(C(=O)OCc3ccccc3)ccc21, predict the reactants needed to synthesize it. The reactants are: CC(C)(C)OC(=O)CBr.O=C(OCc1ccccc1)c1ccc2[nH]ccc2c1.